Dataset: Reaction yield outcomes from USPTO patents with 853,638 reactions. Task: Predict the reaction yield, written as a fraction of the theoretical maximum amount of product (1.0 means a 100% yield; for example, 0.34 means a 34% yield). (1) The reactants are [CH2:1]([O:8][C:9]([N:11]1[CH2:15][C@H:14]([OH:16])[CH2:13][C@@H:12]1[C:17]([OH:19])=[O:18])=[O:10])[C:2]1[CH:7]=[CH:6][CH:5]=[CH:4][CH:3]=1.[C:20]([O-])(O)=O.[Na+].CI. The catalyst is CN(C=O)C. The product is [OH:16][C@H:14]1[CH2:15][N:11]([C:9]([O:8][CH2:1][C:2]2[CH:7]=[CH:6][CH:5]=[CH:4][CH:3]=2)=[O:10])[C@@H:12]([C:17]([O:19][CH3:20])=[O:18])[CH2:13]1. The yield is 0.890. (2) The reactants are [CH2:1]([N:3]([CH2:32][CH3:33])[CH2:4][CH2:5]/[CH:6]=[CH:7]/[C:8]1[CH:13]=[CH:12][CH:11]=[CH:10][C:9]=1[S:14]([NH:17][C:18]1[CH:27]=[CH:26][C:25]2[CH2:24][CH2:23][CH2:22][CH2:21][C:20]=2[C:19]=1[C:28]([O:30][CH3:31])=[O:29])(=[O:16])=[O:15])[CH3:2]. The catalyst is CO.[Pd]. The product is [CH2:32]([N:3]([CH2:1][CH3:2])[CH2:4][CH2:5][CH2:6][CH2:7][C:8]1[CH:13]=[CH:12][CH:11]=[CH:10][C:9]=1[S:14]([NH:17][C:18]1[CH:27]=[CH:26][C:25]2[CH2:24][CH2:23][CH2:22][CH2:21][C:20]=2[C:19]=1[C:28]([O:30][CH3:31])=[O:29])(=[O:15])=[O:16])[CH3:33]. The yield is 0.940.